From a dataset of Full USPTO retrosynthesis dataset with 1.9M reactions from patents (1976-2016). Predict the reactants needed to synthesize the given product. (1) Given the product [CH2:1]([N:3]1[CH2:4][CH2:5][N:6]([C:9]2[CH:18]=[C:17]([CH3:19])[C:16]3[C:11](=[CH:12][CH:13]=[C:14]([NH2:20])[CH:15]=3)[N:10]=2)[CH2:7][CH2:8]1)[CH3:2], predict the reactants needed to synthesize it. The reactants are: [CH2:1]([N:3]1[CH2:8][CH2:7][N:6]([C:9]2[CH:18]=[C:17]([CH3:19])[C:16]3[C:11](=[CH:12][CH:13]=[C:14]([N+:20]([O-])=O)[CH:15]=3)[N:10]=2)[CH2:5][CH2:4]1)[CH3:2].[H][H]. (2) Given the product [OH:2][C:3]1[C:20]([OH:21])=[CH:19][C:6]2[S:7][C:8]([C:11]([N:13]3[CH2:14][CH2:15][O:16][CH2:17][CH2:18]3)=[O:12])=[C:9]([CH3:10])[C:5]=2[CH:4]=1, predict the reactants needed to synthesize it. The reactants are: C[O:2][C:3]1[C:20]([O:21]C)=[CH:19][C:6]2[S:7][C:8]([C:11]([N:13]3[CH2:18][CH2:17][O:16][CH2:15][CH2:14]3)=[O:12])=[C:9]([CH3:10])[C:5]=2[CH:4]=1.CO. (3) The reactants are: C(Cl)(=O)C(Cl)=O.[CH2:7]([O:14][C:15]1[CH:20]=[CH:19][C:18]([C:21]2[N:25]([C:26]3[CH:31]=[CH:30][C:29]([Cl:32])=[CH:28][C:27]=3[CH3:33])[N:24]=[C:23]([C:34]([OH:36])=[O:35])[C:22]=2[CH3:37])=[CH:17][CH:16]=1)[C:8]1[CH:13]=[CH:12][CH:11]=[CH:10][CH:9]=1.[Cl:38][C:39]([Cl:43])([Cl:42])[CH2:40]O.CCN(C(C)C)C(C)C. Given the product [CH2:7]([O:14][C:15]1[CH:16]=[CH:17][C:18]([C:21]2[N:25]([C:26]3[CH:31]=[CH:30][C:29]([Cl:32])=[CH:28][C:27]=3[CH3:33])[N:24]=[C:23]([C:34]([O:36][CH2:40][C:39]([Cl:43])([Cl:42])[Cl:38])=[O:35])[C:22]=2[CH3:37])=[CH:19][CH:20]=1)[C:8]1[CH:13]=[CH:12][CH:11]=[CH:10][CH:9]=1, predict the reactants needed to synthesize it. (4) Given the product [Cl:20][C:15]1[CH:14]=[C:13]([C@@H:12]2[O:11][CH2:10][CH2:9][NH:8][CH2:7][C@H:6]2[CH2:5][NH:4][C:1](=[O:3])[CH3:2])[CH:18]=[CH:17][C:16]=1[Cl:19], predict the reactants needed to synthesize it. The reactants are: [C:1]([NH:4][CH2:5][C@H:6]1[C@H:12]([C:13]2[CH:18]=[CH:17][C:16]([Cl:19])=[C:15]([Cl:20])[CH:14]=2)[O:11][CH2:10][CH2:9][N:8](C(OC(C)(C)C)=O)[CH2:7]1)(=[O:3])[CH3:2].C(OCC)(=O)C.Cl. (5) Given the product [NH2:1][C:2]1[C:12]([NH2:13])=[CH:11][C:5]([C:6]([O:8][CH2:9][CH3:10])=[O:7])=[C:4]([O:16][CH2:17][CH:18]([F:19])[F:20])[CH:3]=1, predict the reactants needed to synthesize it. The reactants are: [NH2:1][C:2]1[C:12]([N+:13]([O-])=O)=[CH:11][C:5]([C:6]([O:8][CH2:9][CH3:10])=[O:7])=[C:4]([O:16][CH2:17][CH:18]([F:20])[F:19])[CH:3]=1. (6) Given the product [C:5]1([C:4]2[S:14][CH:16]=[N:15][C:17]=2[C:18]([O:20][CH2:21][CH3:22])=[O:19])[CH:6]=[CH:7][CH:8]=[CH:9][CH:10]=1, predict the reactants needed to synthesize it. The reactants are: [C-]#N.[Na+].[C:4](=[S:14])(OCC)[C:5]1[CH:10]=[CH:9][CH:8]=[CH:7][CH:6]=1.[N+:15]([CH2:17][C:18]([O:20][CH2:21][CH3:22])=[O:19])#[C-:16]. (7) Given the product [CH2:10]([N:4]([CH2:1][CH2:2][CH3:3])[CH2:5][CH2:6][CH2:7][CH2:8][NH:9][C:26]([C:28]1[N:29]=[C:30]2[CH:35]=[CH:34][C:33]([C:36]#[N:37])=[CH:32][N:31]2[CH:38]=1)=[O:25])[CH2:11][CH3:12], predict the reactants needed to synthesize it. The reactants are: [CH2:1]([N:4]([CH2:10][CH2:11][CH3:12])[CH2:5][CH2:6][CH2:7][CH2:8][NH2:9])[CH2:2][CH3:3].C[Al](C)C.CCCCCC.C([O:25][C:26]([C:28]1[N:29]=[C:30]2[CH:35]=[CH:34][C:33]([C:36]#[N:37])=[CH:32][N:31]2[CH:38]=1)=O)C.Cl. (8) Given the product [CH2:56]([O:55][P:51](/[CH:42]=[CH:27]/[C:26]1[C:22]([O:14][CH2:15][C:16]2[CH:39]=[CH:38][C:19]([O:20][CH2:21][C:22]3[N:23]=[C:24]([C:28]4[CH:29]=[CH:30][C:31]([C:32]([O:34][CH3:35])=[O:33])=[CH:36][CH:37]=4)[O:25][C:26]=3[CH3:27])=[C:18]([O:40][CH3:41])[CH:17]=2)=[N:23][N:60]([C:63]2[CH:38]=[CH:39][CH:16]=[CH:17][CH:18]=2)[CH:59]=1)([O:52][CH2:53][CH3:54])=[O:58])[CH3:57], predict the reactants needed to synthesize it. The reactants are: C(C1CN([O:14][CH2:15][C:16]2[CH:39]=[CH:38][C:19]([O:20][CH2:21][C:22]3[N:23]=[C:24]([C:28]4[CH:37]=[CH:36][C:31]([C:32]([O:34][CH3:35])=[O:33])=[CH:30][CH:29]=4)[O:25][C:26]=3[CH3:27])=[C:18]([O:40][CH3:41])[CH:17]=2)N(C2C=CC=CC=2)C=1)=O.[CH2:42]([P:51](=[O:58])([O:55][CH2:56][CH3:57])[O:52][CH2:53][CH3:54])P(=O)(OCC)OCC.[CH3:59][N:60]([CH3:63])C=O.[H-].[Na+]. (9) Given the product [NH2:1][C:4]1[NH:8][N:7]=[C:6]([C:9]([OH:11])=[O:10])[CH:5]=1, predict the reactants needed to synthesize it. The reactants are: [N+:1]([C:4]1[NH:8][N:7]=[C:6]([C:9]([OH:11])=[O:10])[CH:5]=1)([O-])=O.[H][H].